Task: Predict the product of the given reaction.. Dataset: Forward reaction prediction with 1.9M reactions from USPTO patents (1976-2016) (1) The product is: [Cl:21][C:19]1[CH:20]=[C:15]([NH:13][C:10]2[CH:9]=[N:8][C:7]([CH2:6][NH:5][CH:1]3[CH2:2][CH2:3][CH2:4]3)=[CH:12][N:11]=2)[C:16](=[O:23])[N:17]([CH3:22])[N:18]=1. Given the reactants [CH:1]1([NH:5][CH2:6][C:7]2[N:8]=[CH:9][C:10]([NH2:13])=[N:11][CH:12]=2)[CH2:4][CH2:3][CH2:2]1.Br[C:15]1[C:16](=[O:23])[N:17]([CH3:22])[N:18]=[C:19]([Cl:21])[CH:20]=1.C([O-])([O-])=O.[Cs+].[Cs+].CC1(C)C2C(=C(P(C3C=CC=CC=3)C3C=CC=CC=3)C=CC=2)OC2C(P(C3C=CC=CC=3)C3C=CC=CC=3)=CC=CC1=2, predict the reaction product. (2) Given the reactants [CH2:1]([C:4]1[S:31][C:7]2[N:8]=[C:9]([N:25]3[CH2:29][CH2:28][C@H:27]([NH2:30])[CH2:26]3)[N:10]=[C:11]([N:12]3[CH2:17][CH2:16][N:15]4[C:18]([C:21]([F:24])([F:23])[F:22])=[N:19][N:20]=[C:14]4[CH2:13]3)[C:6]=2[CH:5]=1)[CH2:2][CH3:3].C([NH:39][CH2:40][C:41](O)=[O:42])(OC(C)(C)C)=O.C(Cl)CCl.C1C=CC2N(O)N=NC=2C=1.C(N(C(C)C)CC)(C)C, predict the reaction product. The product is: [NH2:39][CH2:40][C:41]([NH:30][C@H:27]1[CH2:28][CH2:29][N:25]([C:9]2[N:10]=[C:11]([N:12]3[CH2:17][CH2:16][N:15]4[C:18]([C:21]([F:22])([F:23])[F:24])=[N:19][N:20]=[C:14]4[CH2:13]3)[C:6]3[CH:5]=[C:4]([CH2:1][CH2:2][CH3:3])[S:31][C:7]=3[N:8]=2)[CH2:26]1)=[O:42]. (3) Given the reactants [CH3:1][O:2][CH2:3][CH2:4]Cl.[S:6]([O-:9])([O-:8])=[O:7].[Na+:10].[Na+].O, predict the reaction product. The product is: [CH3:1][O:2][CH2:3][CH2:4][S:6]([O-:9])(=[O:8])=[O:7].[Na+:10]. (4) Given the reactants [CH2:1]([N:8]1[C:12](=O)[C@@H:11]2[C:14]3[CH:15]=[C:16]([O:22][CH2:23][C:24]4[CH:29]=[CH:28][CH:27]=[CH:26][CH:25]=4)[CH:17]=[CH:18][C:19]=3[CH2:20][O:21][C@H:10]2[CH2:9]1)[C:2]1[CH:7]=[CH:6][CH:5]=[CH:4][CH:3]=1.Cl.C([O-])(O)=O.[Na+].CCOC(C)=O, predict the reaction product. The product is: [CH2:1]([N:8]1[CH2:12][C@@H:11]2[C:14]3[CH:15]=[C:16]([O:22][CH2:23][C:24]4[CH:29]=[CH:28][CH:27]=[CH:26][CH:25]=4)[CH:17]=[CH:18][C:19]=3[CH2:20][O:21][C@H:10]2[CH2:9]1)[C:2]1[CH:3]=[CH:4][CH:5]=[CH:6][CH:7]=1. (5) Given the reactants [C:1]([NH:5]C(NCC1C=C(C2C=CC=C(C=O)C=2OCOCCOC)C(OCOCCOC)=CC=1)=O)(C)(C)C.Cl.[NH2:39][C:40]1[C:41](N)=[C:42]([CH:46]=[CH:47][CH:48]=1)[C:43]([NH2:45])=[NH:44].C1(=O)C=CC(=O)C=C1, predict the reaction product. The product is: [NH:5]1[C:48]2[CH:47]=[CH:46][C:42]([C:43]([NH2:45])=[NH:44])=[CH:41][C:40]=2[N:39]=[CH:1]1. (6) The product is: [N+:34]([C:33]1[CH:25]=[C:26]([CH:30]=[CH:31][C:32]=1[O:37][CH2:38][CH2:39][NH:40][C:21](=[O:23])[CH2:20][C:5]1[CH:6]=[CH:7][C:8]([N:9]([C:5]2[CH:4]=[CH:3][CH:8]=[CH:7][C:46]=2[CH3:47])[C:10]([NH2:12])=[O:11])=[C:3]([O:2][CH3:1])[CH:4]=1)[C:27]([OH:29])=[O:28])([O-:36])=[O:35]. Given the reactants [CH3:1][O:2][C:3]1[CH:4]=[C:5]([CH2:20][C:21]([OH:23])=O)[CH:6]=[CH:7][C:8]=1[NH:9][C:10]([NH:12]C1C=CC=CC=1C)=[O:11].C[C:25]1[C:33]([N+:34]([O-:36])=[O:35])=[C:32]([O:37][CH2:38][CH2:39][NH2:40])[CH:31]=[CH:30][C:26]=1[C:27]([OH:29])=[O:28].CCN([CH2:46][CH3:47])CC.Cl, predict the reaction product. (7) Given the reactants [OH:1][CH:2]([C:18]1[CH:19]=[N:20][CH:21]=[CH:22][CH:23]=1)[C:3]1[N:4]=[C:5]2[C:11]([C:12](=[O:17])[C:13]([CH3:16])([CH3:15])[CH3:14])=[CH:10][NH:9][C:6]2=[N:7][CH:8]=1.CC(OI1(OC(C)=O)(OC(C)=O)OC(=O)C2C=CC=CC1=2)=O, predict the reaction product. The product is: [CH3:14][C:13]([CH3:16])([CH3:15])[C:12]([C:11]1[C:5]2[C:6](=[N:7][CH:8]=[C:3]([C:2]([C:18]3[CH:19]=[N:20][CH:21]=[CH:22][CH:23]=3)=[O:1])[N:4]=2)[NH:9][CH:10]=1)=[O:17].